Dataset: Forward reaction prediction with 1.9M reactions from USPTO patents (1976-2016). Task: Predict the product of the given reaction. Given the reactants NC1C=C(CC2CC3CCN2CC3)C=CC=1.[N+:17]([C:20]1[CH:21]=[C:22]([CH:25]=[CH:26][CH:27]=1)[CH:23]=O)([O-:19])=[O:18].[N:28]12[CH2:35][CH2:34][CH:31]([CH2:32][CH2:33]1)[C:30](=[O:36])[CH2:29]2.[OH-].[K+], predict the reaction product. The product is: [N+:17]([C:20]1[CH:21]=[C:22]([CH:23]=[C:29]2[C:30](=[O:36])[CH:31]3[CH2:34][CH2:35][N:28]2[CH2:33][CH2:32]3)[CH:25]=[CH:26][CH:27]=1)([O-:19])=[O:18].